From a dataset of Forward reaction prediction with 1.9M reactions from USPTO patents (1976-2016). Predict the product of the given reaction. (1) The product is: [Br:21][C:17]1[CH:18]=[CH:19][CH:20]=[C:12]2[C:13]=1[C:14]([OH:16])=[N:4][C:3]([C:5]1[CH:6]=[N:7][CH:8]=[N:9][CH:10]=1)=[N:11]2. Given the reactants CO[C:3]([C:5]1[CH:6]=[N:7][CH:8]=[N:9][CH:10]=1)=[NH:4].[NH2:11][C:12]1[CH:20]=[CH:19][CH:18]=[C:17]([Br:21])[C:13]=1[C:14]([OH:16])=O.C(O)(=O)C, predict the reaction product. (2) Given the reactants [CH3:1][N:2]1[CH2:7][CH2:6][N:5]([CH2:8][C:9]([OH:11])=[O:10])[CH2:4][CH2:3]1.C(=O)([O-])[O-].[Cs+:16].[Cs+], predict the reaction product. The product is: [CH3:1][N:2]1[CH2:3][CH2:4][N:5]([CH2:8][C:9]([O-:11])=[O:10])[CH2:6][CH2:7]1.[Cs+:16]. (3) Given the reactants I[C:2]1[CH:3]=[C:4]([N:8]2[C:16](=[O:17])[C:15]3[CH:14]4[C:18]([CH3:20])([CH3:19])[C:11]([CH3:21])([CH2:12][CH2:13]4)[C:10]=3[N:9]2[CH3:22])[CH:5]=[CH:6][CH:7]=1.[CH3:23][O:24][C:25]1[CH:26]=[C:27](B(O)O)[CH:28]=[CH:29][CH:30]=1.C(=O)([O-])[O-].[K+].[K+], predict the reaction product. The product is: [CH3:23][O:24][C:25]1[CH:30]=[C:29]([C:2]2[CH:7]=[CH:6][CH:5]=[C:4]([N:8]3[C:16](=[O:17])[C:15]4[C@@H:14]5[C:18]([CH3:19])([CH3:20])[C@@:11]([CH3:21])([CH2:12][CH2:13]5)[C:10]=4[N:9]3[CH3:22])[CH:3]=2)[CH:28]=[CH:27][CH:26]=1. (4) Given the reactants CN(C(ON1N=NC2C=CC=CC1=2)=[N+](C)C)C.F[P-](F)(F)(F)(F)F.Cl.Cl.[CH3:27][C@H:28]1[C:36]2[C:35]([N:37]3[CH2:42][CH2:41][NH:40][CH2:39][CH2:38]3)=[N:34][CH:33]=[N:32][C:31]=2[C@H:30]([OH:43])[CH2:29]1.C(OC([N:51]1[CH2:55][CH2:54][C:53]([C:59]2[CH:64]=[CH:63][C:62]([Cl:65])=[CH:61][CH:60]=2)([C:56](O)=[O:57])[CH2:52]1)=O)(C)(C)C, predict the reaction product. The product is: [Cl:65][C:62]1[CH:63]=[CH:64][C:59]([C:53]2([C:56]([N:40]3[CH2:39][CH2:38][N:37]([C:35]4[C:36]5[C@H:28]([CH3:27])[CH2:29][C@@H:30]([OH:43])[C:31]=5[N:32]=[CH:33][N:34]=4)[CH2:42][CH2:41]3)=[O:57])[CH2:54][CH2:55][NH:51][CH2:52]2)=[CH:60][CH:61]=1. (5) Given the reactants [CH3:1][C:2]1([C:12]2[CH2:16][CH:15]=[CH:14][CH:13]=2)[CH:9]2[CH2:10][CH:5]3[CH2:6][CH:7]([CH2:11][CH:3]1[CH2:4]3)[CH2:8]2.[CH3:17][C:18]([CH3:20])=O.N1CCCC1, predict the reaction product. The product is: [CH3:1][C:2]1([C:12]2[CH:16]=[CH:15][C:14](=[C:18]([CH3:20])[CH3:17])[CH:13]=2)[CH:3]2[CH2:4][CH:5]3[CH2:6][CH:7]([CH2:8][CH:9]1[CH2:10]3)[CH2:11]2.